Task: Predict the product of the given reaction.. Dataset: Forward reaction prediction with 1.9M reactions from USPTO patents (1976-2016) (1) The product is: [CH3:12][S:13]([C:14]1[CH:19]=[CH:18][C:17]([C:20]([C:22]2([N:28]3[CH2:32][CH2:31][CH2:30][CH2:29]3)[CH2:27][CH2:26][CH2:25][CH2:24][CH2:23]2)=[O:21])=[CH:16][CH:15]=1)=[O:6]. Given the reactants ClC1C=C(C=CC=1)C(OO)=[O:6].[CH3:12][S:13][C:14]1[CH:19]=[CH:18][C:17]([C:20]([C:22]2([N:28]3[CH2:32][CH2:31][CH2:30][CH2:29]3)[CH2:27][CH2:26][CH2:25][CH2:24][CH2:23]2)=[O:21])=[CH:16][CH:15]=1, predict the reaction product. (2) Given the reactants [Si:1](Cl)([C:4]([CH3:7])([CH3:6])[CH3:5])([CH3:3])[CH3:2].[F:9][C:10]1[CH:15]=[CH:14][CH:13]=[CH:12][C:11]=1[CH2:16][CH2:17][OH:18].N1C=CN=C1, predict the reaction product. The product is: [C:4]([Si:1]([O:18][CH2:17][CH2:16][C:11]1[CH:12]=[CH:13][CH:14]=[CH:15][C:10]=1[F:9])([CH3:3])[CH3:2])([CH3:7])([CH3:6])[CH3:5]. (3) Given the reactants [Br:1][C:2]1[CH:3]=[C:4]([C:8]([OH:10])=[O:9])[O:5][C:6]=1[Br:7].Cl[CH2:12]Cl.C(Cl)(=O)C(Cl)=O.C(N(CC)CC)C, predict the reaction product. The product is: [Br:1][C:2]1[CH:3]=[C:4]([C:8]([O:10][CH3:12])=[O:9])[O:5][C:6]=1[Br:7].